This data is from Full USPTO retrosynthesis dataset with 1.9M reactions from patents (1976-2016). The task is: Predict the reactants needed to synthesize the given product. (1) Given the product [Br:1][C:2]1[N:7]=[CH:6][C:5]([CH:8]([OH:14])[CH2:9][N:10]([CH2:11][CH2:12][OH:13])[C:21](=[O:22])[O:20][C:17]([CH3:19])([CH3:18])[CH3:16])=[CH:4][C:3]=1[CH3:15], predict the reactants needed to synthesize it. The reactants are: [Br:1][C:2]1[N:7]=[CH:6][C:5]([CH:8]([OH:14])[CH2:9][NH:10][CH2:11][CH2:12][OH:13])=[CH:4][C:3]=1[CH3:15].[CH3:16][C:17]([O:20][C:21](O[C:21]([O:20][C:17]([CH3:19])([CH3:18])[CH3:16])=[O:22])=[O:22])([CH3:19])[CH3:18].CCOC(C)=O. (2) Given the product [CH3:1][N:2]1[C:6]([NH:7][C:34]([N:31]2[CH2:32][CH2:33][C:27]3([CH2:26][CH:25]([C:21]4[CH:22]=[CH:23][CH:24]=[C:19]([O:18][C:15]5[CH:14]=[CH:13][C:12]([C:11]([F:10])([F:46])[F:47])=[CH:17][N:16]=5)[CH:20]=4)[CH2:28]3)[CH2:29][CH2:30]2)=[O:35])=[N:5][N:4]=[N:3]1, predict the reactants needed to synthesize it. The reactants are: [CH3:1][N:2]1[C:6]([NH2:7])=[N:5][N:4]=[N:3]1.[H-].[Na+].[F:10][C:11]([F:47])([F:46])[C:12]1[CH:13]=[CH:14][C:15]([O:18][C:19]2[CH:20]=[C:21]([CH:25]3[CH2:28][C:27]4([CH2:33][CH2:32][N:31]([C:34](OC5C=CC([N+]([O-])=O)=CC=5)=[O:35])[CH2:30][CH2:29]4)[CH2:26]3)[CH:22]=[CH:23][CH:24]=2)=[N:16][CH:17]=1.